From a dataset of Reaction yield outcomes from USPTO patents with 853,638 reactions. Predict the reaction yield, written as a fraction of the theoretical maximum amount of product (1.0 means a 100% yield; for example, 0.34 means a 34% yield). (1) The reactants are [CH:1]([C:3]1[S:7][C:6]([CH3:8])=[C:5](C(O)=O)[CH:4]=1)=[O:2].C([N:14]([CH2:17]C)CC)C.[C:27]1(P(N=[N+]=[N-])([C:27]2[CH:32]=[CH:31][CH:30]=[CH:29][CH:28]=2)=O)[CH:32]=[CH:31][CH:30]=[CH:29][CH:28]=1.CN(C)[CH:38]=[O:39].[OH2:41]. No catalyst specified. The product is [CH:1]([C:3]1[S:7][C:6]([CH3:8])=[C:5]([NH:14][C:17](=[O:41])[O:39][CH2:38][C:27]2[CH:28]=[CH:29][CH:30]=[CH:31][CH:32]=2)[CH:4]=1)=[O:2]. The yield is 0.800. (2) The reactants are C(OC([NH:8][C:9]1([CH3:37])[C:13]2([CH2:15][CH2:14]2)[CH2:12][N:11]([C:16]2[C:25]([O:26][CH3:27])=[C:24]3[C:19]([C:20](=[O:35])[C:21]([C:32]([OH:34])=[O:33])=[CH:22][N:23]3[C@@H:28]3[CH2:30][C@@H:29]3[F:31])=[CH:18][C:17]=2[F:36])[CH2:10]1)=O)(C)(C)C. The catalyst is Cl. The product is [NH2:8][C:9]1([CH3:37])[C:13]2([CH2:14][CH2:15]2)[CH2:12][N:11]([C:16]2[C:25]([O:26][CH3:27])=[C:24]3[C:19]([C:20](=[O:35])[C:21]([C:32]([OH:34])=[O:33])=[CH:22][N:23]3[C@@H:28]3[CH2:30][C@@H:29]3[F:31])=[CH:18][C:17]=2[F:36])[CH2:10]1. The yield is 0.920. (3) The reactants are [CH2:1]([O:3][C:4](=[O:34])[C:5]([NH:27][C:28]([O:30][CH2:31][CH:32]=[CH2:33])=[O:29])([CH2:9][C:10]1[O:14][N:13]=[C:12]([CH:15]2[CH2:19][CH2:18][CH2:17][N:16]2[C:20]([O:22][C:23]([CH3:26])([CH3:25])[CH3:24])=[O:21])[CH:11]=1)C(O)=O)[CH3:2].C(OC(=O)C(NC(OCC=C)=O)(CC1ON=C(C2CCCN2C(OC(C)(C)C)=O)C=1)C(OCC)=O)C. The catalyst is O1CCOCC1. The product is [C:23]([O:22][C:20]([N:16]1[CH2:17][CH2:18][CH2:19][CH:15]1[C:12]1[CH:11]=[C:10]([CH2:9][CH:5]([NH:27][C:28]([O:30][CH2:31][CH:32]=[CH2:33])=[O:29])[C:4]([O:3][CH2:1][CH3:2])=[O:34])[O:14][N:13]=1)=[O:21])([CH3:26])([CH3:25])[CH3:24]. The yield is 0.560. (4) The reactants are [Cl:1][C:2]1[CH:7]=[CH:6][CH:5]=[CH:4][C:3]=1[N:8]1[C:12]([S:13][C:14]2[CH:15]=[N:16][CH:17]=[C:18]([F:20])[CH:19]=2)=[CH:11][C:10]([CH2:21][OH:22])=[N:9]1. The catalyst is C1(C)C=CC=CC=1.[O-2].[O-2].[Mn+4]. The product is [Cl:1][C:2]1[CH:7]=[CH:6][CH:5]=[CH:4][C:3]=1[N:8]1[C:12]([S:13][C:14]2[CH:15]=[N:16][CH:17]=[C:18]([F:20])[CH:19]=2)=[CH:11][C:10]([CH:21]=[O:22])=[N:9]1. The yield is 0.820. (5) The reactants are [F:1][C:2]1[CH:7]=[C:6]([N:8]2[CH:13]=[CH:12][CH:11]=[CH:10][C:9]2=[O:14])[CH:5]=[CH:4][C:3]=1[NH:15][C:16]([C@@H:18]1[C@@H:20]([CH2:21][O:22][C:23]2[CH:28]=[CH:27][C:26]([O:29][CH3:30])=[CH:25][CH:24]=2)[C@@H:19]1[C:31]([OH:33])=[O:32])=[O:17].[C:34]([O-])([O-])=O.[K+].[K+].IC.[OH-].[Na+]. The catalyst is CN(C=O)C. The product is [CH3:34][O:32][C:31]([C@H:19]1[C@H:20]([CH2:21][O:22][C:23]2[CH:28]=[CH:27][C:26]([O:29][CH3:30])=[CH:25][CH:24]=2)[C@H:18]1[C:16](=[O:17])[NH:15][C:3]1[CH:4]=[CH:5][C:6]([N:8]2[CH:13]=[CH:12][CH:11]=[CH:10][C:9]2=[O:14])=[CH:7][C:2]=1[F:1])=[O:33]. The yield is 0.970. (6) The reactants are [NH2:1][C:2]1[CH:3]=[CH:4][C:5]([O:8][C:9](=[O:18])[N:10]([CH3:17])[C:11]2[CH:16]=[CH:15][CH:14]=[CH:13][CH:12]=2)=[N:6][CH:7]=1.[F:19][C:20]1[CH:28]=[CH:27][C:23]([C:24](Cl)=[O:25])=[CH:22][CH:21]=1.C(N(CC)CC)C.ClCCl. The catalyst is C(#N)C. The product is [F:19][C:20]1[CH:28]=[CH:27][C:23]([C:24]([NH:1][C:2]2[CH:3]=[CH:4][C:5]([O:8][C:9](=[O:18])[N:10]([CH3:17])[C:11]3[CH:16]=[CH:15][CH:14]=[CH:13][CH:12]=3)=[N:6][CH:7]=2)=[O:25])=[CH:22][CH:21]=1. The yield is 0.410.